From a dataset of Catalyst prediction with 721,799 reactions and 888 catalyst types from USPTO. Predict which catalyst facilitates the given reaction. (1) Reactant: [C:1]([O:4][CH2:5][C:6](/[N:8]=[C:9](/[NH2:35])\[C:10]1[CH:15]=[CH:14][C:13]([C:16]([CH3:34])([C:20]2[CH:25]=[CH:24][C:23]([O:26][CH2:27][C:28]3[CH:33]=[CH:32][CH:31]=[CH:30][N:29]=3)=[CH:22][N:21]=2)[CH:17]([CH3:19])[CH3:18])=[CH:12][CH:11]=1)=[O:7])(=[O:3])[CH3:2]. Product: [C:1]([O:4][CH2:5][C:6]1[O:7][N:35]=[C:9]([C:10]2[CH:11]=[CH:12][C:13]([C:16]([CH3:34])([C:20]3[CH:25]=[CH:24][C:23]([O:26][CH2:27][C:28]4[CH:33]=[CH:32][CH:31]=[CH:30][N:29]=4)=[CH:22][N:21]=3)[CH:17]([CH3:19])[CH3:18])=[CH:14][CH:15]=2)[N:8]=1)(=[O:3])[CH3:2]. The catalyst class is: 113. (2) Reactant: [CH3:1][O:2][CH2:3][C@H:4]([CH3:51])[CH2:5][O:6][CH2:7][C:8]1[CH:13]=[CH:12][C:11]([C@@H:14]2[C@@H:19]([O:20][CH2:21][C:22]3[CH:23]=[CH:24][C:25]4[O:30][CH2:29][CH2:28][N:27]([CH2:31][CH2:32][CH2:33][O:34][CH3:35])[C:26]=4[CH:36]=3)[CH2:18][N:17]([S:37]([C:40]3[CH:45]=[CH:44][C:43]([CH3:46])=[CH:42][CH:41]=3)(=[O:39])=[O:38])[C@@H:16]([CH2:47][C:48](=[O:50])[CH3:49])[CH2:15]2)=[CH:10][CH:9]=1.O1CCCC1.B. Product: [CH3:1][O:2][CH2:3][C@H:4]([CH3:51])[CH2:5][O:6][CH2:7][C:8]1[CH:13]=[CH:12][C:11]([C@@H:14]2[C@@H:19]([O:20][CH2:21][C:22]3[CH:23]=[CH:24][C:25]4[O:30][CH2:29][CH2:28][N:27]([CH2:31][CH2:32][CH2:33][O:34][CH3:35])[C:26]=4[CH:36]=3)[CH2:18][N:17]([S:37]([C:40]3[CH:45]=[CH:44][C:43]([CH3:46])=[CH:42][CH:41]=3)(=[O:38])=[O:39])[C@@H:16]([CH2:47][C@@H:48]([OH:50])[CH3:49])[CH2:15]2)=[CH:10][CH:9]=1. The catalyst class is: 1.